Task: Binary Classification. Given a drug SMILES string, predict its activity (active/inactive) in a high-throughput screening assay against a specified biological target.. Dataset: M1 muscarinic receptor agonist screen with 61,833 compounds (1) The drug is Fc1cc2CCC(N(c2cc1)C(=O)CCC(O)=O)C. The result is 0 (inactive). (2) The compound is S1CC(=Nn2c(nnc12)c1n[nH]c(c1)C)c1ccc(cc1)c1ccccc1. The result is 0 (inactive).